Dataset: Forward reaction prediction with 1.9M reactions from USPTO patents (1976-2016). Task: Predict the product of the given reaction. (1) Given the reactants CN(C=O)C.[CH3:6][O:7][C:8]1[CH:13]=[CH:12][C:11]([N+:14]([O-])=O)=[CH:10][C:9]=1[OH:17].Cl.Cl[CH2:20][CH2:21][N:22]1[CH2:26][CH2:25][CH2:24][CH2:23]1.C([O-])([O-])=O.[K+].[K+], predict the reaction product. The product is: [CH3:6][O:7][C:8]1[CH:13]=[CH:12][C:11]([NH2:14])=[CH:10][C:9]=1[O:17][CH2:20][CH2:21][N:22]1[CH2:26][CH2:25][CH2:24][CH2:23]1. (2) Given the reactants N1CCCCC1.C(P(C(C)(C)C)C1C=CC=CC=1C1C(C(C)C)=CC(C(C)C)=CC=1C(C)C)(C)(C)C.Br[C:38]1[CH:39]=[C:40]2[CH:46]=[CH:45][NH:44][C:41]2=[N:42][CH:43]=1.[C:47]([C:49]1[CH:55]=[CH:54][C:52]([NH2:53])=[CH:51][CH:50]=1)#[CH:48], predict the reaction product. The product is: [NH:44]1[C:41]2=[N:42][CH:43]=[C:38]([C:48]#[C:47][C:49]3[CH:55]=[CH:54][C:52]([NH2:53])=[CH:51][CH:50]=3)[CH:39]=[C:40]2[CH:46]=[CH:45]1.